Dataset: Reaction yield outcomes from USPTO patents with 853,638 reactions. Task: Predict the reaction yield, written as a fraction of the theoretical maximum amount of product (1.0 means a 100% yield; for example, 0.34 means a 34% yield). (1) The reactants are [N:1]([C@H:4]1[C@H:7]([C@H:8]2[CH2:12][O:11][C:10]([CH3:14])([CH3:13])[O:9]2)[N:6]([CH2:15][CH2:16][O:17][Si:18]([C:21]([CH3:24])([CH3:23])[CH3:22])([CH3:20])[CH3:19])[C:5]1=[O:25])=[N+]=[N-]. The catalyst is C(O)C.[Pd].CC([O-])=O.CC([O-])=O.[Pb+2]. The product is [NH2:1][C@H:4]1[C@H:7]([C@H:8]2[CH2:12][O:11][C:10]([CH3:14])([CH3:13])[O:9]2)[N:6]([CH2:15][CH2:16][O:17][Si:18]([C:21]([CH3:24])([CH3:23])[CH3:22])([CH3:20])[CH3:19])[C:5]1=[O:25]. The yield is 0.950. (2) The reactants are Cl[CH:2](Cl)[C:3](=O)[CH3:4].[CH:7]1([CH:13]=O)[CH2:12][CH2:11][CH2:10][CH2:9][CH2:8]1.CC([O-])(C)C.[K+].[C:21]([CH2:23][C:24]([NH2:26])=[O:25])#[N:22]. The catalyst is C1COCC1. The product is [CH:7]1([C:13]2[CH:2]=[C:3]([CH3:4])[NH:26][C:24](=[O:25])[C:23]=2[C:21]#[N:22])[CH2:8][CH2:9][CH2:10][CH2:11][CH2:12]1. The yield is 0.320.